From a dataset of Peptide-MHC class II binding affinity with 134,281 pairs from IEDB. Regression. Given a peptide amino acid sequence and an MHC pseudo amino acid sequence, predict their binding affinity value. This is MHC class II binding data. (1) The binding affinity (normalized) is 0.668. The MHC is H-2-IAd with pseudo-sequence H-2-IAd. The peptide sequence is VENITLAHMAVTRAL. (2) The peptide sequence is CAEMLSWLDFDEKLV. The MHC is DRB1_0101 with pseudo-sequence DRB1_0101. The binding affinity (normalized) is 0.534. (3) The peptide sequence is ILTVSVAVSEGKPTE. The MHC is DRB1_0101 with pseudo-sequence DRB1_0101. The binding affinity (normalized) is 0.414. (4) The peptide sequence is KFIPALEAAVKQAYAATVAT. The MHC is DRB1_1201 with pseudo-sequence DRB1_1201. The binding affinity (normalized) is 0.533.